This data is from Forward reaction prediction with 1.9M reactions from USPTO patents (1976-2016). The task is: Predict the product of the given reaction. (1) The product is: [CH3:1][C:2]1([CH3:22])[C:10]2=[CH:11][C:12]3[N:13]([C:24]4[CH:29]=[C:28]([C:30]5[CH:35]=[CH:34][CH:33]=[CH:32][CH:31]=5)[CH:27]=[C:26]([C:36]5[CH:41]=[CH:40][CH:39]=[CH:38][CH:37]=5)[CH:25]=4)[C:14]4[C:19]([C:20]=3[CH:21]=[C:9]2[C:8]2[C:3]1=[CH:4][CH:5]=[CH:6][CH:7]=2)=[CH:18][CH:17]=[CH:16][CH:15]=4. Given the reactants [CH3:1][C:2]1([CH3:22])[C:10]2=[CH:11][C:12]3[NH:13][C:14]4[C:19]([C:20]=3[CH:21]=[C:9]2[C:8]2[C:3]1=[CH:4][CH:5]=[CH:6][CH:7]=2)=[CH:18][CH:17]=[CH:16][CH:15]=4.Br[C:24]1[CH:25]=[C:26]([C:36]2[CH:41]=[CH:40][CH:39]=[CH:38][CH:37]=2)[CH:27]=[C:28]([C:30]2[CH:35]=[CH:34][CH:33]=[CH:32][CH:31]=2)[CH:29]=1.CC([O-])(C)C.[Na+].C(P(C(C)(C)C)C(C)(C)C)(C)(C)C, predict the reaction product. (2) The product is: [CH2:1]([O:8][C:9]1[CH:14]=[CH:13][C:12]([CH2:15][CH2:16][CH:17]([CH2:31][C:32]#[C:33][C:34]2[C:43]3[C:38](=[CH:39][CH:40]=[CH:41][CH:42]=3)[CH:37]=[CH:36][CH:35]=2)[C:18]([O:20][CH3:21])=[O:19])=[CH:11][CH:10]=1)[C:2]1[CH:3]=[CH:4][CH:5]=[CH:6][CH:7]=1. Given the reactants [CH2:1]([O:8][C:9]1[CH:14]=[CH:13][C:12]([CH2:15][CH2:16][CH2:17][C:18]([O:20][CH3:21])=[O:19])=[CH:11][CH:10]=1)[C:2]1[CH:7]=[CH:6][CH:5]=[CH:4][CH:3]=1.[Li+].CC([N-]C(C)C)C.Br[CH2:31][C:32]#[C:33][C:34]1[C:43]2[C:38](=[CH:39][CH:40]=[CH:41][CH:42]=2)[CH:37]=[CH:36][CH:35]=1.Cl, predict the reaction product.